From a dataset of NCI-60 drug combinations with 297,098 pairs across 59 cell lines. Regression. Given two drug SMILES strings and cell line genomic features, predict the synergy score measuring deviation from expected non-interaction effect. (1) Drug 1: C1=CC(=CC=C1C#N)C(C2=CC=C(C=C2)C#N)N3C=NC=N3. Drug 2: C1CC(C1)(C(=O)O)C(=O)O.[NH2-].[NH2-].[Pt+2]. Cell line: M14. Synergy scores: CSS=11.1, Synergy_ZIP=-0.557, Synergy_Bliss=4.47, Synergy_Loewe=7.43, Synergy_HSA=3.56. (2) Drug 1: CCC1=CC2CC(C3=C(CN(C2)C1)C4=CC=CC=C4N3)(C5=C(C=C6C(=C5)C78CCN9C7C(C=CC9)(C(C(C8N6C)(C(=O)OC)O)OC(=O)C)CC)OC)C(=O)OC.C(C(C(=O)O)O)(C(=O)O)O. Drug 2: CC1=C(C(CCC1)(C)C)C=CC(=CC=CC(=CC(=O)O)C)C. Cell line: A549. Synergy scores: CSS=48.1, Synergy_ZIP=-3.80, Synergy_Bliss=-0.325, Synergy_Loewe=2.42, Synergy_HSA=2.72. (3) Drug 1: C1=NC2=C(N1)C(=S)N=C(N2)N. Drug 2: CC1=C(C(=O)C2=C(C1=O)N3CC4C(C3(C2COC(=O)N)OC)N4)N. Cell line: SW-620. Synergy scores: CSS=47.8, Synergy_ZIP=2.09, Synergy_Bliss=1.45, Synergy_Loewe=-2.44, Synergy_HSA=6.31. (4) Drug 1: CC1=C(C(CCC1)(C)C)C=CC(=CC=CC(=CC(=O)O)C)C. Drug 2: C1CC(C1)(C(=O)O)C(=O)O.[NH2-].[NH2-].[Pt+2]. Cell line: HS 578T. Synergy scores: CSS=28.6, Synergy_ZIP=-5.66, Synergy_Bliss=1.75, Synergy_Loewe=5.17, Synergy_HSA=5.83. (5) Drug 1: C1CN1P(=S)(N2CC2)N3CC3. Cell line: SW-620. Drug 2: CCCCC(=O)OCC(=O)C1(CC(C2=C(C1)C(=C3C(=C2O)C(=O)C4=C(C3=O)C=CC=C4OC)O)OC5CC(C(C(O5)C)O)NC(=O)C(F)(F)F)O. Synergy scores: CSS=51.5, Synergy_ZIP=-2.66, Synergy_Bliss=-2.89, Synergy_Loewe=-4.58, Synergy_HSA=-0.336. (6) Drug 1: CC1=C(C=C(C=C1)NC2=NC=CC(=N2)N(C)C3=CC4=NN(C(=C4C=C3)C)C)S(=O)(=O)N.Cl. Drug 2: C1CCC(CC1)NC(=O)N(CCCl)N=O. Cell line: EKVX. Synergy scores: CSS=6.84, Synergy_ZIP=-2.23, Synergy_Bliss=0.310, Synergy_Loewe=-3.82, Synergy_HSA=-0.540. (7) Drug 1: CC1=C2C(C(=O)C3(C(CC4C(C3C(C(C2(C)C)(CC1OC(=O)C(C(C5=CC=CC=C5)NC(=O)OC(C)(C)C)O)O)OC(=O)C6=CC=CC=C6)(CO4)OC(=O)C)O)C)O. Drug 2: C1C(C(OC1N2C=NC3=C2NC=NCC3O)CO)O. Cell line: KM12. Synergy scores: CSS=13.4, Synergy_ZIP=-2.85, Synergy_Bliss=-6.38, Synergy_Loewe=-1.20, Synergy_HSA=-7.32.